Dataset: Forward reaction prediction with 1.9M reactions from USPTO patents (1976-2016). Task: Predict the product of the given reaction. (1) The product is: [N:15]1([CH2:14][CH2:13][O:12][C:7]2[CH:8]=[C:9]3[C:4](=[CH:5][CH:6]=2)[CH:3]=[C:2]([C:28]2[CH:29]=[N:30][CH:31]=[CH:32][CH:33]=2)[CH:11]=[CH:10]3)[CH2:19][CH2:18][CH2:17][CH2:16]1. Given the reactants Br[C:2]1[CH:3]=[C:4]2[C:9](=[CH:10][CH:11]=1)[CH:8]=[C:7]([O:12][CH2:13][CH2:14][N:15]1[CH2:19][CH2:18][CH2:17][CH2:16]1)[CH:6]=[CH:5]2.CC1(C)C(C)(C)OB([C:28]2[CH:29]=[N:30][CH:31]=[CH:32][CH:33]=2)O1, predict the reaction product. (2) Given the reactants Cl[C:2]1[C:11]2=[N:12][N:13](CC3C=CC(OC)=CC=3)[CH:14]=[C:10]2[C:9]2[CH:8]=[CH:7][C:6]([O:24][CH3:25])=[CH:5][C:4]=2[N:3]=1.[CH3:26][N:27]([CH2:29][C:30]1[CH:36]=[CH:35][C:33]([NH2:34])=[CH:32][CH:31]=1)[CH3:28].Cl, predict the reaction product. The product is: [CH3:28][N:27]([CH2:29][C:30]1[CH:31]=[CH:32][C:33]([NH:34][C:2]2[C:11]3=[N:12][NH:13][CH:14]=[C:10]3[C:9]3[CH:8]=[CH:7][C:6]([O:24][CH3:25])=[CH:5][C:4]=3[N:3]=2)=[CH:35][CH:36]=1)[CH3:26]. (3) Given the reactants Cl.[CH3:2][N:3]1[C:7]2[C:8]([C:12](=[O:46])[CH2:13][N:14]3[C:23](=[O:24])[C:22]4[N:21]([CH2:25][C:26]#[C:27][CH3:28])[C:20]([N:29]5[CH2:34][CH2:33][CH2:32][C@@H:31]([NH:35]C(OC(C)(C)C)=O)[CH2:30]5)=[N:19][C:18]=4[N:17]([CH:43]4[CH2:45][CH2:44]4)[C:15]3=[O:16])=[CH:9][CH:10]=[CH:11][C:6]=2[O:5][C:4]1=[O:47].[OH-].[Na+], predict the reaction product. The product is: [CH3:2][N:3]1[C:7]2[C:8]([C:12](=[O:46])[CH2:13][N:14]3[C:23](=[O:24])[C:22]4[N:21]([CH2:25][C:26]#[C:27][CH3:28])[C:20]([N:29]5[CH2:34][CH2:33][CH2:32][C@@H:31]([NH2:35])[CH2:30]5)=[N:19][C:18]=4[N:17]([CH:43]4[CH2:44][CH2:45]4)[C:15]3=[O:16])=[CH:9][CH:10]=[CH:11][C:6]=2[O:5][C:4]1=[O:47]. (4) Given the reactants [Br:1][C:2]1[CH:7]=[CH:6][N:5]=[C:4]2[N:8]([S:12]([C:15]3[CH:20]=[CH:19][CH:18]=[CH:17][CH:16]=3)(=[O:14])=[O:13])[C:9](I)=[CH:10][C:3]=12.CC1(C)C(C)(C)OB([C:29]2[CH2:30][CH2:31][N:32]([C:35]([O:37][C:38]([CH3:41])([CH3:40])[CH3:39])=[O:36])[CH2:33][CH:34]=2)O1, predict the reaction product. The product is: [Br:1][C:2]1[CH:7]=[CH:6][N:5]=[C:4]2[N:8]([S:12]([C:15]3[CH:20]=[CH:19][CH:18]=[CH:17][CH:16]=3)(=[O:14])=[O:13])[C:9]([C:29]3[CH2:34][CH2:33][N:32]([C:35]([O:37][C:38]([CH3:41])([CH3:40])[CH3:39])=[O:36])[CH2:31][CH:30]=3)=[CH:10][C:3]=12.